From a dataset of Full USPTO retrosynthesis dataset with 1.9M reactions from patents (1976-2016). Predict the reactants needed to synthesize the given product. Given the product [F:14][C:15]([F:26])([F:25])[C:16]1[O:1][N:2]=[C:3]([C:5]2[CH:6]=[C:7]([CH:11]=[CH:12][CH:13]=2)[C:8]([OH:10])=[O:9])[N:4]=1, predict the reactants needed to synthesize it. The reactants are: [OH:1][N:2]=[C:3]([C:5]1[CH:6]=[C:7]([CH:11]=[CH:12][CH:13]=1)[C:8]([OH:10])=[O:9])[NH2:4].[F:14][C:15]([F:26])([F:25])[C:16](O[C:16](=O)[C:15]([F:26])([F:25])[F:14])=O.Cl.